This data is from Catalyst prediction with 721,799 reactions and 888 catalyst types from USPTO. The task is: Predict which catalyst facilitates the given reaction. (1) Reactant: Cl[C:2]1[CH:3]=[CH:4][C:5]([N+:9]([O-:11])=[O:10])=[C:6]([CH:8]=1)[NH2:7].[C:12]([O:16][C:17]([N:19]1[CH2:24][CH2:23][NH:22][CH2:21][CH2:20]1)=[O:18])([CH3:15])([CH3:14])[CH3:13].C(=O)([O-])[O-].[K+].[K+].O. Product: [C:12]([O:16][C:17]([N:19]1[CH2:24][CH2:23][N:22]([C:2]2[CH:3]=[CH:4][C:5]([N+:9]([O-:11])=[O:10])=[C:6]([NH2:7])[CH:8]=2)[CH2:21][CH2:20]1)=[O:18])([CH3:15])([CH3:13])[CH3:14]. The catalyst class is: 80. (2) Reactant: [H-].[Na+].[I-].[CH3:4][S+](C)(C)=O.[F:9][C:10]([F:37])([F:36])[O:11][C:12]1[CH:17]=[CH:16][C:15]([N:18]2[CH:22]=[N:21][C:20]([C:23]3[CH:28]=[CH:27][C:26](/[CH:29]=[CH:30]/[C:31]([O:33][CH2:34][CH3:35])=[O:32])=[CH:25][CH:24]=3)=[N:19]2)=[CH:14][CH:13]=1. Product: [F:37][C:10]([F:9])([F:36])[O:11][C:12]1[CH:17]=[CH:16][C:15]([N:18]2[CH:22]=[N:21][C:20]([C:23]3[CH:28]=[CH:27][C:26]([CH:29]4[CH2:4][CH:30]4[C:31]([O:33][CH2:34][CH3:35])=[O:32])=[CH:25][CH:24]=3)=[N:19]2)=[CH:14][CH:13]=1. The catalyst class is: 16. (3) Reactant: [Cl:1][C:2]1[CH:7]=[CH:6][C:5]([CH2:8]Cl)=[CH:4][N:3]=1.C(=O)([O-])[O-].[K+].[K+].[F:16][C:17]([F:31])([C:27]([F:30])([F:29])[F:28])[C:18]([N:20]=[C:21]1[CH:26]=[CH:25][CH:24]=[CH:23][NH:22]1)=[O:19]. Product: [Cl:1][C:2]1[N:3]=[CH:4][C:5]([CH2:8][N:22]2[CH:23]=[CH:24][CH:25]=[CH:26][C:21]2=[N:20][C:18](=[O:19])[C:17]([F:16])([F:31])[C:27]([F:29])([F:30])[F:28])=[CH:6][CH:7]=1. The catalyst class is: 10. (4) Reactant: [NH:1]1[C:5]2[CH:6]=[CH:7][CH:8]=[CH:9][C:4]=2[N:3]=[C:2]1[CH2:10][C:11]#[N:12].CC(O[CH:18](N(C)C)[N:19]([CH3:21])[CH3:20])(C)C. Product: [NH:1]1[C:5]2[CH:6]=[CH:7][CH:8]=[CH:9][C:4]=2[N:3]=[C:2]1[C:10](=[CH:18][N:19]([CH3:21])[CH3:20])[C:11]#[N:12]. The catalyst class is: 11. (5) Reactant: [CH3:1][S:2][C:3]1[CH:8]=[CH:7][C:6]([NH:9][C:10]([N:12]2[CH2:17][CH2:16][CH2:15][CH:14]([C:18]3([CH2:29][C:30]4[CH:35]=[CH:34][CH:33]=[C:32]([Cl:36])[CH:31]=4)[C:26]4[C:21](=[CH:22][C:23]([Cl:27])=[CH:24][CH:25]=4)[NH:20][C:19]3=[O:28])[CH2:13]2)=[O:11])=[CH:5][CH:4]=1.ClC1C=C(C(OO)=[O:45])C=CC=1. Product: [CH3:1][S:2]([C:3]1[CH:8]=[CH:7][C:6]([NH:9][C:10]([N:12]2[CH2:17][CH2:16][CH2:15][CH:14]([C:18]3([CH2:29][C:30]4[CH:35]=[CH:34][CH:33]=[C:32]([Cl:36])[CH:31]=4)[C:26]4[C:21](=[CH:22][C:23]([Cl:27])=[CH:24][CH:25]=4)[NH:20][C:19]3=[O:28])[CH2:13]2)=[O:11])=[CH:5][CH:4]=1)=[O:45]. The catalyst class is: 4. (6) Reactant: [OH-].[Na+].[CH2:3]([C:5]1[CH:45]=[CH:44][C:8]([CH2:9][C:10]2[C:15]([C:16]#[N:17])=[C:14]([O:18][CH3:19])[CH:13]=[C:12]([C@:20]3([O:38][C@H:37]([CH2:39][O:40]C(=O)C)[C@@H:32]([O:33]C(=O)C)[C@H:27]([O:28]C(=O)C)[C@H:22]3[O:23]C(=O)C)[OH:21])[CH:11]=2)=[CH:7][CH:6]=1)[CH3:4].Cl. Product: [CH2:3]([C:5]1[CH:6]=[CH:7][C:8]([CH2:9][C:10]2[C:15]([C:16]#[N:17])=[C:14]([O:18][CH3:19])[CH:13]=[C:12]([C@:20]3([O:38][C@H:37]([CH2:39][OH:40])[C@@H:32]([OH:33])[C@H:27]([OH:28])[C@H:22]3[OH:23])[OH:21])[CH:11]=2)=[CH:44][CH:45]=1)[CH3:4]. The catalyst class is: 92. (7) Reactant: [CH3:1][C:2]1[N:3]=[C:4]([NH2:7])[S:5][CH:6]=1.Cl[C:9]1[CH:14]=[C:13]([O:15][C:16]2[C:21]([F:22])=[CH:20][CH:19]=[CH:18][C:17]=2[F:23])[CH:12]=[CH:11][N:10]=1.P([O-])([O-])([O-])=O.[K+].[K+].[K+].C1(P(C2C=CC=CC=2)C2C3OC4C(=CC=CC=4P(C4C=CC=CC=4)C4C=CC=CC=4)C(C)(C)C=3C=CC=2)C=CC=CC=1. Product: [F:23][C:17]1[CH:18]=[CH:19][CH:20]=[C:21]([F:22])[C:16]=1[O:15][C:13]1[CH:14]=[CH:9][N:10]=[C:11]([NH:7][C:4]2[S:5][CH:6]=[C:2]([CH3:1])[N:3]=2)[CH:12]=1. The catalyst class is: 110.